Regression. Given two drug SMILES strings and cell line genomic features, predict the synergy score measuring deviation from expected non-interaction effect. From a dataset of NCI-60 drug combinations with 297,098 pairs across 59 cell lines. (1) Drug 1: C1CCN(CC1)CCOC2=CC=C(C=C2)C(=O)C3=C(SC4=C3C=CC(=C4)O)C5=CC=C(C=C5)O. Drug 2: CC=C1C(=O)NC(C(=O)OC2CC(=O)NC(C(=O)NC(CSSCCC=C2)C(=O)N1)C(C)C)C(C)C. Cell line: BT-549. Synergy scores: CSS=18.6, Synergy_ZIP=1.42, Synergy_Bliss=1.96, Synergy_Loewe=-51.2, Synergy_HSA=-0.473. (2) Drug 1: CS(=O)(=O)CCNCC1=CC=C(O1)C2=CC3=C(C=C2)N=CN=C3NC4=CC(=C(C=C4)OCC5=CC(=CC=C5)F)Cl. Drug 2: CC1CCCC2(C(O2)CC(NC(=O)CC(C(C(=O)C(C1O)C)(C)C)O)C(=CC3=CSC(=N3)C)C)C. Cell line: RPMI-8226. Synergy scores: CSS=67.4, Synergy_ZIP=9.11, Synergy_Bliss=12.1, Synergy_Loewe=-29.4, Synergy_HSA=7.49. (3) Drug 1: C1=NC2=C(N1)C(=S)N=C(N2)N. Drug 2: C1CCC(C(C1)N)N.C(=O)(C(=O)[O-])[O-].[Pt+4]. Cell line: HS 578T. Synergy scores: CSS=5.56, Synergy_ZIP=-4.40, Synergy_Bliss=-6.24, Synergy_Loewe=-12.7, Synergy_HSA=-6.90. (4) Drug 2: N.N.Cl[Pt+2]Cl. Synergy scores: CSS=57.3, Synergy_ZIP=-3.21, Synergy_Bliss=-1.74, Synergy_Loewe=0.262, Synergy_HSA=4.06. Drug 1: CC1=C(C(=O)C2=C(C1=O)N3CC4C(C3(C2COC(=O)N)OC)N4)N. Cell line: U251.